Dataset: Full USPTO retrosynthesis dataset with 1.9M reactions from patents (1976-2016). Task: Predict the reactants needed to synthesize the given product. (1) Given the product [CH3:1][O:2][C:3]1[CH:4]=[C:5]([NH:11][C:12]2[N:17]=[C:16]([N:18]3[C:22]([CH3:23])=[CH:21][C:20]([C:24]([F:26])([F:25])[F:27])=[N:19]3)[C:15]([C:28]3[CH:29]=[C:30]([C:34]([NH:39][CH3:37])=[O:35])[CH:31]=[N:32][CH:33]=3)=[CH:14][N:13]=2)[CH:6]=[C:7]([O:9][CH3:10])[CH:8]=1, predict the reactants needed to synthesize it. The reactants are: [CH3:1][O:2][C:3]1[CH:4]=[C:5]([NH:11][C:12]2[N:17]=[C:16]([N:18]3[C:22]([CH3:23])=[CH:21][C:20]([C:24]([F:27])([F:26])[F:25])=[N:19]3)[C:15]([C:28]3[CH:29]=[C:30]([C:34](O)=[O:35])[CH:31]=[N:32][CH:33]=3)=[CH:14][N:13]=2)[CH:6]=[C:7]([O:9][CH3:10])[CH:8]=1.[CH2:37]([N:39](CC)CC)C.Cl.CN.C(P1(=O)OP(CCC)(=O)OP(CCC)(=O)O1)CC. (2) Given the product [OH:2][C:3]1[CH:10]=[C:9]([O:11][CH3:12])[C:8]([CH3:13])=[CH:7][C:4]=1[CH:5]=[O:6], predict the reactants needed to synthesize it. The reactants are: C[O:2][C:3]1[CH:10]=[C:9]([O:11][CH3:12])[C:8]([CH3:13])=[CH:7][C:4]=1[CH:5]=[O:6].[I-].[Na+].[Al+3].[Cl-].[Cl-].[Cl-].